Dataset: Full USPTO retrosynthesis dataset with 1.9M reactions from patents (1976-2016). Task: Predict the reactants needed to synthesize the given product. (1) The reactants are: [H-].[Na+].[CH2:3](Br)[CH:4]=[CH2:5].C([O:11][CH:12](OCCCC)[C:13]1[N:14]=[CH:15][CH:16]=[C:17]2[C:21]([CH3:22])=[C:20]([CH3:23])[NH:19][C:18]=12)CCC.Cl. Given the product [CH2:3]([N:19]1[C:18]2=[C:13]([CH:12]=[O:11])[N:14]=[CH:15][CH:16]=[C:17]2[C:21]([CH3:22])=[C:20]1[CH3:23])[CH:4]=[CH2:5], predict the reactants needed to synthesize it. (2) Given the product [CH2:17]([O:16][CH:14]=[CH:15][C:3](=[O:4])[C:2]([F:7])([F:1])[CH3:6])[CH3:18], predict the reactants needed to synthesize it. The reactants are: [F:1][C:2]([F:7])([CH3:6])[C:3](O)=[O:4].C(Cl)(=O)C(Cl)=O.[CH:14]([O:16][CH2:17][CH3:18])=[CH2:15].N1C=CC=CC=1. (3) Given the product [Cl:26][C:16]1[CH:17]=[C:18]([CH:23]=[C:24]([Cl:25])[C:15]=1[O:14][CH2:13][CH:9]1[CH2:10][CH2:11][CH2:12][NH:8]1)[C:19]([O:21][CH3:22])=[O:20], predict the reactants needed to synthesize it. The reactants are: C(OC([N:8]1[CH2:12][CH2:11][CH2:10][CH:9]1[CH2:13][O:14][C:15]1[C:24]([Cl:25])=[CH:23][C:18]([C:19]([O:21][CH3:22])=[O:20])=[CH:17][C:16]=1[Cl:26])=O)(C)(C)C.C(O)(C(F)(F)F)=O. (4) Given the product [ClH:37].[CH2:1]([N:8]1[C:36]2[C:31](=[CH:32][CH:33]=[CH:34][CH:35]=2)[C:10]([CH2:11][C@@H:12]([C:21]([O:23][CH2:24][C:25]2[CH:30]=[CH:29][CH:28]=[CH:27][CH:26]=2)=[O:22])[NH2:13])=[CH:9]1)[C:2]1[CH:7]=[CH:6][CH:5]=[CH:4][CH:3]=1, predict the reactants needed to synthesize it. The reactants are: [CH2:1]([N:8]1[C:36]2[C:31](=[CH:32][CH:33]=[CH:34][CH:35]=2)[C:10]([CH2:11][C@@H:12]([C:21]([O:23][CH2:24][C:25]2[CH:30]=[CH:29][CH:28]=[CH:27][CH:26]=2)=[O:22])[NH:13]C(OC(C)(C)C)=O)=[CH:9]1)[C:2]1[CH:7]=[CH:6][CH:5]=[CH:4][CH:3]=1.[ClH:37].O1CCOCC1. (5) Given the product [Cl:1][C:2]1[CH:3]=[N:4][CH:5]=[C:6]([Cl:24])[C:7]=1[S:8][C:9]1[S:13][C:12]([C:14]([NH:16][CH2:17][C:18]([NH:28][CH2:27][CH:26]([F:29])[F:25])=[O:20])=[O:15])=[CH:11][C:10]=1[N+:21]([O-:23])=[O:22], predict the reactants needed to synthesize it. The reactants are: [Cl:1][C:2]1[CH:3]=[N:4][CH:5]=[C:6]([Cl:24])[C:7]=1[S:8][C:9]1[S:13][C:12]([C:14]([NH:16][CH2:17][C:18]([OH:20])=O)=[O:15])=[CH:11][C:10]=1[N+:21]([O-:23])=[O:22].[F:25][CH:26]([F:29])[CH2:27][NH2:28]. (6) Given the product [O:13]=[C:11]1[CH2:10][O:9][CH2:8][C@@H:7]([C:1]2[CH:2]=[CH:3][CH:4]=[CH:5][CH:6]=2)[N:12]1[C:14]([O:16][C:17]([CH3:20])([CH3:19])[CH3:18])=[O:15], predict the reactants needed to synthesize it. The reactants are: [C:1]1([C@H:7]2[NH:12][C:11](=[O:13])[CH2:10][O:9][CH2:8]2)[CH:6]=[CH:5][CH:4]=[CH:3][CH:2]=1.[C:14](O[C:14]([O:16][C:17]([CH3:20])([CH3:19])[CH3:18])=[O:15])([O:16][C:17]([CH3:20])([CH3:19])[CH3:18])=[O:15]. (7) Given the product [CH3:25][O:24][C:8]1[C:9]2[C:10]3[C:11](=[N:12][NH:13][CH:14]=3)[C:2]([NH:37][C:36]3[CH:35]=[CH:34][C:33]([N:30]4[CH2:29][CH2:28][N:27]([CH3:26])[CH2:32][CH2:31]4)=[CH:39][CH:38]=3)=[N:3][C:4]=2[CH:5]=[CH:6][CH:7]=1, predict the reactants needed to synthesize it. The reactants are: Cl[C:2]1[C:11]2=[N:12][N:13](CC3C=CC(OC)=CC=3)[CH:14]=[C:10]2[C:9]2[C:8]([O:24][CH3:25])=[CH:7][CH:6]=[CH:5][C:4]=2[N:3]=1.[CH3:26][N:27]1[CH2:32][CH2:31][N:30]([C:33]2[CH:39]=[CH:38][C:36]([NH2:37])=[CH:35][CH:34]=2)[CH2:29][CH2:28]1.Cl. (8) The reactants are: C1(C)C(C)=CC=CC=1.[Cl:9][CH2:10][CH2:11][CH:12]([CH3:17])[C:13]([O:15][CH3:16])=[O:14].C[O-].[Na+]. Given the product [CH3:17][C:12]1([C:13]([O:15][CH3:16])=[O:14])[CH2:10][CH2:11]1.[Cl:9][CH2:10][CH2:11][CH:12]([CH3:17])[C:13]([O:15][CH3:16])=[O:14], predict the reactants needed to synthesize it.